From a dataset of Catalyst prediction with 721,799 reactions and 888 catalyst types from USPTO. Predict which catalyst facilitates the given reaction. Reactant: [CH3:1][C:2]([O:5][C:6](=[O:14])[NH:7][CH:8]1[CH2:12][CH2:11][CH2:10][CH:9]1[NH2:13])([CH3:4])[CH3:3].C(O)(=O)C.[C:19]1(=O)[CH2:23][CH2:22][CH2:21][CH2:20]1.C([BH3-])#N.[Na+]. Product: [C:2]([O:5][C:6](=[O:14])[NH:7][CH:8]1[CH2:12][CH2:11][CH2:10][CH:9]1[NH:13][CH:19]1[CH2:23][CH2:22][CH2:21][CH2:20]1)([CH3:1])([CH3:3])[CH3:4]. The catalyst class is: 5.